Dataset: Peptide-MHC class I binding affinity with 185,985 pairs from IEDB/IMGT. Task: Regression. Given a peptide amino acid sequence and an MHC pseudo amino acid sequence, predict their binding affinity value. This is MHC class I binding data. (1) The peptide sequence is GRRATAILR. The MHC is HLA-A01:01 with pseudo-sequence HLA-A01:01. The binding affinity (normalized) is 0.0847. (2) The peptide sequence is NHYLCLNCL. The MHC is HLA-A02:11 with pseudo-sequence HLA-A02:11. The binding affinity (normalized) is 0.0847. (3) The peptide sequence is SGKDTPGGY. The MHC is HLA-A24:02 with pseudo-sequence HLA-A24:02. The binding affinity (normalized) is 0. (4) The peptide sequence is ALYEKKLAL. The MHC is HLA-B07:02 with pseudo-sequence HLA-B07:02. The binding affinity (normalized) is 0.0847. (5) The peptide sequence is NSDPNTPDK. The MHC is HLA-B08:03 with pseudo-sequence HLA-B08:03. The binding affinity (normalized) is 0.0847. (6) The peptide sequence is YHDPANWPL. The MHC is HLA-B39:01 with pseudo-sequence HLA-B39:01. The binding affinity (normalized) is 1.00. (7) The peptide sequence is RMRRAEPAA. The MHC is HLA-A68:01 with pseudo-sequence HLA-A68:01. The binding affinity (normalized) is 0. (8) The peptide sequence is QYPLGQGSF. The MHC is HLA-A01:01 with pseudo-sequence HLA-A01:01. The binding affinity (normalized) is 0. (9) The peptide sequence is KSRENSTLI. The MHC is HLA-A26:03 with pseudo-sequence HLA-A26:03. The binding affinity (normalized) is 0.0847.